Dataset: Reaction yield outcomes from USPTO patents with 853,638 reactions. Task: Predict the reaction yield, written as a fraction of the theoretical maximum amount of product (1.0 means a 100% yield; for example, 0.34 means a 34% yield). (1) The reactants are [CH2:1]([O:8][C:9]1[C:10]([CH3:26])=[C:11]([CH:15]([C:17]2[C:25]3[C:20](=[N:21][CH:22]=[CH:23][CH:24]=3)[NH:19][CH:18]=2)[OH:16])[CH:12]=[CH:13][CH:14]=1)[C:2]1[CH:7]=[CH:6][CH:5]=[CH:4][CH:3]=1.CC(OI1(OC(C)=O)(OC(C)=O)OC(=O)C2C=CC=CC1=2)=O. The catalyst is O1CCCC1. The product is [CH2:1]([O:8][C:9]1[C:10]([CH3:26])=[C:11]([C:15]([C:17]2[C:25]3[C:20](=[N:21][CH:22]=[CH:23][CH:24]=3)[NH:19][CH:18]=2)=[O:16])[CH:12]=[CH:13][CH:14]=1)[C:2]1[CH:7]=[CH:6][CH:5]=[CH:4][CH:3]=1. The yield is 0.900. (2) The yield is 1.00. The reactants are [F:1][C:2]1[CH:7]=[CH:6][C:5]([O:8][C:9]2[CH:14]=[CH:13][CH:12]=[CH:11][C:10]=2[N+:15]([O-])=O)=[C:4]([O:18][CH3:19])[CH:3]=1.[Cl-].[NH4+]. The catalyst is CO.O.[Cl-].[Zn+2].[Cl-]. The product is [F:1][C:2]1[CH:7]=[CH:6][C:5]([O:8][C:9]2[CH:14]=[CH:13][CH:12]=[CH:11][C:10]=2[NH2:15])=[C:4]([O:18][CH3:19])[CH:3]=1. (3) The reactants are CC(C)CC[NH:5][C:6]1[S:7][CH:8]=[C:9]([C:11]2[CH:18]=[CH:17][C:14]([CH2:15][NH2:16])=[CH:13][CH:12]=2)[N:10]=1.[H-].[Al+3].[Li+].[H-].[H-].[H-].CC(C)CCNC1SC=C(C2C=CC(C#N)=CC=2)N=1. The catalyst is C1COCC1. The product is [NH2:5][C:6]1[S:7][CH:8]=[C:9]([C:11]2[CH:12]=[CH:13][C:14]([C:15]#[N:16])=[CH:17][CH:18]=2)[N:10]=1. The yield is 0.970. (4) The reactants are [Cl:1][C:2]1[C:7]([C:8]2[CH:13]=[CH:12][CH:11]=[CH:10][CH:9]=2)=[CH:6][N:5]=[C:4]2[N:14](S(C3C=CC=CC=3)(=O)=O)[CH:15]=[CH:16][C:3]=12.C1COCC1.O.[Li+].[OH-]. The catalyst is C(Cl)Cl. The product is [Cl:1][C:2]1[C:7]([C:8]2[CH:13]=[CH:12][CH:11]=[CH:10][CH:9]=2)=[CH:6][N:5]=[C:4]2[NH:14][CH:15]=[CH:16][C:3]=12. The yield is 0.958. (5) The reactants are [N+:1]([C:4]1[CH:12]=[C:11]2[C:7]([CH:8]=[C:9]([C:13]3[CH:18]=[CH:17][CH:16]=[CH:15][CH:14]=3)[NH:10]2)=[CH:6][CH:5]=1)([O-])=O.[Cl-].[NH4+]. The catalyst is C(O)C.O.[Fe]. The product is [C:13]1([C:9]2[NH:10][C:11]3[C:7]([CH:8]=2)=[CH:6][CH:5]=[C:4]([NH2:1])[CH:12]=3)[CH:14]=[CH:15][CH:16]=[CH:17][CH:18]=1. The yield is 0.350. (6) The catalyst is C(O)(=O)C. The reactants are [CH2:1]([CH:4]1[CH2:9][CH2:8][CH:7]([C:10]([OH:12])=[O:11])[CH2:6][CH2:5]1)[C:2]#[CH:3].[CH2:13](Cl)Cl.CO.[Si](C=[N+]=[N-])(C)(C)C. The yield is 0.800. The product is [CH2:1]([CH:4]1[CH2:9][CH2:8][CH:7]([C:10]([O:12][CH3:13])=[O:11])[CH2:6][CH2:5]1)[C:2]#[CH:3]. (7) The reactants are [NH2:1][C:2]1[C:15]([CH3:16])=[CH:14][C:13](Br)=[CH:12][C:3]=1[C:4]([O:6][CH2:7][CH2:8][CH2:9][CH2:10][CH3:11])=[O:5].[Cu](C#N)[C:19]#[N:20]. The catalyst is CN(C)C(=O)C. The product is [NH2:1][C:2]1[C:15]([CH3:16])=[CH:14][C:13]([C:19]#[N:20])=[CH:12][C:3]=1[C:4]([O:6][CH2:7][CH2:8][CH2:9][CH2:10][CH3:11])=[O:5]. The yield is 0.892.